Dataset: Experimentally validated miRNA-target interactions with 360,000+ pairs, plus equal number of negative samples. Task: Binary Classification. Given a miRNA mature sequence and a target amino acid sequence, predict their likelihood of interaction. (1) The miRNA is hsa-miR-363-3p with sequence AAUUGCACGGUAUCCAUCUGUA. The protein sequence of the target gene is MTFGRSGAASVVLNVGGARYSLSRELLKDFPLRRVSRLHGCRSERDVLEVCDDYDRERNEYFFDRHSEAFGFILLYVRGHGKLRFAPRMCELSFYNEMIYWGLEGAHLEYCCQRRLDDRMSDTYTFYSADEPGVLGRDEARPGGAEAAPSRRWLERMRRTFEEPTSSLAAQILASVSVVFVIVSMVVLCASTLPDWRNAAADNRSLDDRSRYSAGPGREPSGIIEAICIGWFTAECIVRFIVSKNKCEFVKRPLNIIDLLAITPYYISVLMTVFTGENSQLQRAGVTLRVLRMMRIFWVI.... Result: 0 (no interaction). (2) The miRNA is hsa-miR-485-5p with sequence AGAGGCUGGCCGUGAUGAAUUC. The protein sequence of the target gene is MAEFLDDQETRLCDNCKKEIPVFNFTIHEIHCQRNIGMCPTCKEPFPKSDMETHMAAEHCQVTCKCNKKLEKRLLKKHEETECPLRLAVCQHCDLELSILKLKEHEDYCGARTELCGNCGRNVLVKDLKTHPEVCGREGEEKRNEVAIPPNAYDESWGQDGIWIASQLLRQIEALDPPMRLPRRPLRAFESDVFHNRTTNQRNITAQVSIQNNLFEEQERQERNRGQQPPKEGGEESANLDFMLALSLQNEGQASSVAEQDFWRAVCEADQSHGGPRSLSDIKGAADEIMLPCEFCEELY.... Result: 1 (interaction).